From a dataset of Forward reaction prediction with 1.9M reactions from USPTO patents (1976-2016). Predict the product of the given reaction. Given the reactants [C:1]([O:4][C@H:5]([C@H:37]1[O:42][CH2:41][CH2:40][N:39]([C:43]2[CH:47]=[CH:46][N:45]([C:48]3[CH:53]=[CH:52][N:51]=[CH:50][CH:49]=3)[N:44]=2)[C:38]1=[O:54])[C:6](NC1C(C(=O)N)=C2C(=CC=1)C(N(C(OC(C)(C)C)=O)C(OC(C)(C)C)=O)=NC=C2)=[O:7])(=[O:3])[CH3:2], predict the reaction product. The product is: [C:1]([O:4][CH:5]([C@H:37]1[O:42][CH2:41][CH2:40][N:39]([C:43]2[CH:47]=[CH:46][N:45]([C:48]3[CH:53]=[CH:52][N:51]=[CH:50][CH:49]=3)[N:44]=2)[C:38]1=[O:54])[CH:6]=[O:7])(=[O:3])[CH3:2].